Task: Predict which catalyst facilitates the given reaction.. Dataset: Catalyst prediction with 721,799 reactions and 888 catalyst types from USPTO Reactant: [Cl:1][C:2]1[C:3]([C:11]2[CH:12]=[C:13]([N:17]3[CH:22]=[C:21]([O:23]CC4C=CC(OC)=CC=4)[C:20](=[O:33])[CH:19]=[C:18]3[CH:34]([OH:36])[CH3:35])[CH:14]=[CH:15][CH:16]=2)=[C:4]2[CH:10]=[CH:9][NH:8][C:5]2=[N:6][CH:7]=1.FC(F)(F)C(O)=O. Product: [Cl:1][C:2]1[C:3]([C:11]2[CH:12]=[C:13]([N:17]3[CH:22]=[C:21]([OH:23])[C:20](=[O:33])[CH:19]=[C:18]3[CH:34]([OH:36])[CH3:35])[CH:14]=[CH:15][CH:16]=2)=[C:4]2[CH:10]=[CH:9][NH:8][C:5]2=[N:6][CH:7]=1. The catalyst class is: 4.